This data is from NCI-60 drug combinations with 297,098 pairs across 59 cell lines. The task is: Regression. Given two drug SMILES strings and cell line genomic features, predict the synergy score measuring deviation from expected non-interaction effect. (1) Drug 1: CCC1=CC2CC(C3=C(CN(C2)C1)C4=CC=CC=C4N3)(C5=C(C=C6C(=C5)C78CCN9C7C(C=CC9)(C(C(C8N6C)(C(=O)OC)O)OC(=O)C)CC)OC)C(=O)OC.C(C(C(=O)O)O)(C(=O)O)O. Drug 2: CC1=C(C(=O)C2=C(C1=O)N3CC4C(C3(C2COC(=O)N)OC)N4)N. Cell line: UACC62. Synergy scores: CSS=54.8, Synergy_ZIP=-15.6, Synergy_Bliss=-11.4, Synergy_Loewe=-7.66, Synergy_HSA=-5.32. (2) Drug 1: CNC(=O)C1=CC=CC=C1SC2=CC3=C(C=C2)C(=NN3)C=CC4=CC=CC=N4. Drug 2: C(CN)CNCCSP(=O)(O)O. Cell line: KM12. Synergy scores: CSS=2.89, Synergy_ZIP=-3.12, Synergy_Bliss=-4.96, Synergy_Loewe=-28.1, Synergy_HSA=-8.03. (3) Drug 1: CC1=C(C(CCC1)(C)C)C=CC(=CC=CC(=CC(=O)O)C)C. Drug 2: C1C(C(OC1N2C=NC(=NC2=O)N)CO)O. Cell line: SF-295. Synergy scores: CSS=-2.28, Synergy_ZIP=2.46, Synergy_Bliss=4.22, Synergy_Loewe=-4.43, Synergy_HSA=-1.50.